From a dataset of Peptide-MHC class I binding affinity with 185,985 pairs from IEDB/IMGT. Regression. Given a peptide amino acid sequence and an MHC pseudo amino acid sequence, predict their binding affinity value. This is MHC class I binding data. The peptide sequence is RTMSYKLAIDM. The MHC is Mamu-A11 with pseudo-sequence Mamu-A11. The binding affinity (normalized) is 0.0826.